From a dataset of Forward reaction prediction with 1.9M reactions from USPTO patents (1976-2016). Predict the product of the given reaction. (1) Given the reactants [CH3:1][C:2]1[CH:3]=[C:4]([CH:19]=[CH:20][C:21]=1[CH3:22])[C:5]([C:7]1[C:16](=[O:17])[C:15]2[C:10](=[CH:11][CH:12]=[CH:13][CH:14]=2)[NH:9][C:8]=1[CH3:18])=[O:6].[H-].[Na+].[Br:25][C:26]1[CH:31]=[CH:30][CH:29]=[C:28]([CH2:32]Br)[N:27]=1, predict the reaction product. The product is: [Br:25][C:26]1[N:27]=[C:28]([CH2:32][N:9]2[C:10]3[C:15](=[CH:14][CH:13]=[CH:12][CH:11]=3)[C:16](=[O:17])[C:7]([C:5](=[O:6])[C:4]3[CH:19]=[CH:20][C:21]([CH3:22])=[C:2]([CH3:1])[CH:3]=3)=[C:8]2[CH3:18])[CH:29]=[CH:30][CH:31]=1. (2) The product is: [CH2:11]([C:4]1[S:3][C:2]2[NH:1][C:17](=[O:23])[N:38]([C:35]3[CH:34]=[C:33]([CH3:32])[O:37][N:36]=3)[C:7](=[O:9])[C:6]=2[CH:5]=1)[CH3:12]. Given the reactants [NH2:1][C:2]1[S:3][C:4]([CH2:11][CH3:12])=[CH:5][C:6]=1[C:7]([O:9]C)=O.ClC(Cl)(O[C:17](=[O:23])OC(Cl)(Cl)Cl)Cl.C(N(CC)CC)C.[CH3:32][C:33]1[O:37][N:36]=[C:35]([NH2:38])[CH:34]=1, predict the reaction product. (3) The product is: [F:42][C:2]([F:1])([F:41])[C@H:3]([N:28]1[CH2:32][CH2:31][C@H:30]([NH:33][C:34](=[O:40])[O:35][C:36]([CH3:37])([CH3:39])[CH3:38])[CH2:29]1)[C:4]1[CH:9]=[CH:8][C:7]2[N:6]([C:12]([C:13]3[CH:22]=[CH:21][C:20]4[C:15](=[C:16]([O:24][CH:25]([CH3:27])[CH3:26])[CH:17]=[C:18]([F:23])[CH:19]=4)[N:14]=3)=[N:11][N:10]=2)[CH:5]=1. Given the reactants [F:1][C:2]([F:42])([F:41])[C@H:3]([N:28]1[CH2:32][CH2:31][C@H:30]([NH:33][C:34](=[O:40])[O:35][C:36]([CH3:39])([CH3:38])[CH3:37])[CH2:29]1)[C:4]1[CH:5]=[N:6][C:7]([NH:10]/[N:11]=[CH:12]/[C:13]2[CH:22]=[CH:21][C:20]3[C:15](=[C:16]([O:24][CH:25]([CH3:27])[CH3:26])[CH:17]=[C:18]([F:23])[CH:19]=3)[N:14]=2)=[CH:8][CH:9]=1.C(O)(=O)C.C(O)(=O)C.I(C1C=CC=CC=1)=O, predict the reaction product. (4) Given the reactants [NH:1]1[CH2:6][CH2:5][CH:4]([CH2:7][NH:8][C:9](=[O:15])[O:10][C:11]([CH3:14])([CH3:13])[CH3:12])[CH2:3][CH2:2]1.Cl[CH2:17][C:18]([CH3:30])([CH3:29])[C:19]([O:21][CH2:22][C:23]1[CH:28]=[CH:27][CH:26]=[CH:25][CH:24]=1)=[O:20].ClCC(C)(C)C(Cl)=O.C(O)C1C=CC=CC=1.C(N(C(C)C)C(C)C)C.[I-].[Na+], predict the reaction product. The product is: [C:11]([O:10][C:9](=[O:15])[NH:8][CH2:7][CH:4]1[CH2:5][CH2:6][N:1]([CH2:30][C:18]([C:19]([O:21][CH2:22][C:23]2[CH:28]=[CH:27][CH:26]=[CH:25][CH:24]=2)=[O:20])([CH3:17])[CH3:29])[CH2:2][CH2:3]1)([CH3:12])([CH3:14])[CH3:13].